The task is: Predict which catalyst facilitates the given reaction.. This data is from Catalyst prediction with 721,799 reactions and 888 catalyst types from USPTO. (1) The catalyst class is: 356. Reactant: [CH3:1][C:2]([CH3:7])=[CH:3][CH2:4][Mg]Cl.[CH3:8][C@H:9]1[CH2:11][O:10]1.[NH4+].[Cl-]. Product: [CH3:1][C:2]([CH3:7])=[CH:3][CH2:4][CH2:8][C@@H:9]([OH:10])[CH3:11]. (2) Reactant: Br[C:2]1[C:3](=[O:20])[N:4]([C:9]2[CH:10]=[C:11]([CH:16]=[CH:17][C:18]=2[CH3:19])[C:12]([O:14]C)=[O:13])[CH:5]=[C:6]([Br:8])[N:7]=1.[CH3:21][N:22]1[CH2:27][CH2:26][NH:25][CH:24]([C:28]2[CH:33]=[CH:32][CH:31]=[CH:30][CH:29]=2)[CH2:23]1.C([N:37](CC)[CH:38]([CH3:40])[CH3:39])(C)C.C1CC=CCC=1.[CH:49]1([NH2:52])[CH2:51][CH2:50]1.C([Mg]Cl)(C)C. Product: [CH:38]1([NH:37][C:12](=[O:14])[C:11]2[CH:16]=[CH:17][C:18]([CH3:19])=[C:9]([N:4]3[CH:5]=[CH:6][N:7]=[C:2]([N:25]4[CH2:26][CH2:27][N:22]([CH3:21])[CH2:23][CH:24]4[C:28]4[CH:29]=[CH:30][CH:31]=[CH:32][CH:33]=4)[C:3]3=[O:20])[CH:10]=2)[CH2:40][CH2:39]1.[Br:8][C:6]1[N:7]=[C:2]([N:25]2[CH2:26][CH2:27][N:22]([CH3:21])[CH2:23][CH:24]2[C:28]2[CH:29]=[CH:30][CH:31]=[CH:32][CH:33]=2)[C:3](=[O:20])[N:4]([C:9]2[CH:10]=[C:11]([CH:16]=[CH:17][C:18]=2[CH3:19])[C:12]([NH:52][CH:49]2[CH2:51][CH2:50]2)=[O:13])[CH:5]=1. The catalyst class is: 304. (3) Reactant: [Cl:1][C:2]1[CH:3]=[N:4][C:5]2[C:10]([CH:11]=1)=[CH:9][C:8]([CH2:12][C:13]1[CH:14]=[C:15]([CH:19]=[CH:20][N:21]=1)[C:16]([OH:18])=O)=[CH:7][C:6]=2[Cl:22].[NH2:23][CH2:24][C:25]1[C:26]([CH3:33])=[CH:27][C:28]([NH2:32])=[N:29][C:30]=1[CH3:31].CN(C(ON1N=NC2C=CC=NC1=2)=[N+](C)C)C.F[P-](F)(F)(F)(F)F.CCN(CC)CC. Product: [NH2:32][C:28]1[N:29]=[C:30]([CH3:31])[C:25]([CH2:24][NH:23][C:16](=[O:18])[C:15]2[CH:19]=[CH:20][N:21]=[C:13]([CH2:12][C:8]3[CH:9]=[C:10]4[C:5](=[C:6]([Cl:22])[CH:7]=3)[N:4]=[CH:3][C:2]([Cl:1])=[CH:11]4)[CH:14]=2)=[C:26]([CH3:33])[CH:27]=1. The catalyst class is: 3. (4) Reactant: [F:1][C:2]1[C:3]([C:11]2[N:12]=[C:13]([N:35]3[CH2:40][CH2:39][O:38][CH2:37][CH2:36]3)[C:14]3[N:20]=[C:19]([CH2:21][CH:22]4[CH2:27][CH2:26][N:25](C(OC(C)(C)C)=O)[CH2:24][CH2:23]4)[CH:18]=[CH:17][C:15]=3[N:16]=2)=[C:4]2[C:8](=[CH:9][CH:10]=1)[NH:7][CH:6]=[CH:5]2.Cl. Product: [F:1][C:2]1[C:3]([C:11]2[N:12]=[C:13]([N:35]3[CH2:36][CH2:37][O:38][CH2:39][CH2:40]3)[C:14]3[N:20]=[C:19]([CH2:21][CH:22]4[CH2:23][CH2:24][NH:25][CH2:26][CH2:27]4)[CH:18]=[CH:17][C:15]=3[N:16]=2)=[C:4]2[C:8](=[CH:9][CH:10]=1)[NH:7][CH:6]=[CH:5]2. The catalyst class is: 12. (5) Reactant: Cl[C:2]1[N:7]=[CH:6][N:5]=[C:4]([NH2:8])[CH:3]=1.[N:9]1([CH2:15][CH2:16][O:17][C:18]2[CH:23]=[CH:22][C:21]([NH2:24])=[CH:20][CH:19]=2)[CH2:14][CH2:13][O:12][CH2:11][CH2:10]1. Product: [N:9]1([CH2:15][CH2:16][O:17][C:18]2[CH:23]=[CH:22][C:21]([NH:24][C:2]3[CH:3]=[C:4]([NH2:8])[N:5]=[CH:6][N:7]=3)=[CH:20][CH:19]=2)[CH2:14][CH2:13][O:12][CH2:11][CH2:10]1. The catalyst class is: 211.